From a dataset of Reaction yield outcomes from USPTO patents with 853,638 reactions. Predict the reaction yield, written as a fraction of the theoretical maximum amount of product (1.0 means a 100% yield; for example, 0.34 means a 34% yield). The reactants are [CH3:1][CH:2]1[CH2:7][C:6](=[O:8])[CH2:5][C:4](=[O:9])[CH2:3]1.C([O-])([O-])=O.[Na+].[Na+].[O:16](S(C(F)(F)F)(=O)=O)[S:17]([C:20]([F:23])([F:22])[F:21])(=O)=[O:18]. The catalyst is C(Cl)Cl. The product is [F:21][C:20]([F:23])([F:22])[S:17]([O:8][C:6]1[CH2:7][CH:2]([CH3:1])[CH2:3][C:4](=[O:9])[CH:5]=1)(=[O:18])=[O:16]. The yield is 0.780.